The task is: Regression. Given a peptide amino acid sequence and an MHC pseudo amino acid sequence, predict their binding affinity value. This is MHC class I binding data.. This data is from Peptide-MHC class I binding affinity with 185,985 pairs from IEDB/IMGT. (1) The peptide sequence is SLVNGVVRL. The MHC is HLA-A02:01 with pseudo-sequence HLA-A02:01. The binding affinity (normalized) is 0.852. (2) The peptide sequence is IMKVVNRWL. The MHC is HLA-B18:01 with pseudo-sequence HLA-B18:01. The binding affinity (normalized) is 0.0847. (3) The peptide sequence is SCMVNHSTY. The MHC is HLA-A23:01 with pseudo-sequence HLA-A23:01. The binding affinity (normalized) is 0.